This data is from Reaction yield outcomes from USPTO patents with 853,638 reactions. The task is: Predict the reaction yield, written as a fraction of the theoretical maximum amount of product (1.0 means a 100% yield; for example, 0.34 means a 34% yield). (1) The reactants are [C:1]([C:3]1[CH:8]=[CH:7][C:6]([C:9]#[C:10][C:11](OCC)=[O:12])=[CH:5][CH:4]=1)#[N:2].CC(C[AlH]CC(C)C)C. The catalyst is ClCCl.C1(C)C=CC=CC=1. The product is [O:12]=[CH:11][C:10]#[C:9][C:6]1[CH:5]=[CH:4][C:3]([C:1]#[N:2])=[CH:8][CH:7]=1. The yield is 0.370. (2) The reactants are [C:1]([O:5][C:6]([NH:8][C@H:9]([CH2:15][OH:16])[CH2:10][C:11]([O:13][CH3:14])=[O:12])=[O:7])([CH3:4])([CH3:3])[CH3:2].CO[C:19](OC)([CH3:21])[CH3:20]. The catalyst is CC(C)=O.B(F)(F)F.CCOCC. The product is [CH3:14][O:13][C:11](=[O:12])[CH2:10][C@H:9]1[CH2:15][O:16][C:19]([CH3:21])([CH3:20])[N:8]1[C:6]([O:5][C:1]([CH3:2])([CH3:4])[CH3:3])=[O:7]. The yield is 0.920. (3) The reactants are [C:1]([N:11]1[CH2:15][CH2:14][C@H:13]([NH:16]C(OC(C)(C)C)=O)[CH2:12]1)([O:3][CH2:4][C:5]1[CH:10]=[CH:9][CH:8]=[CH:7][CH:6]=1)=[O:2].Cl. The catalyst is CCOC(C)=O. The product is [C:1]([N:11]1[CH2:15][CH2:14][C@H:13]([NH2:16])[CH2:12]1)([O:3][CH2:4][C:5]1[CH:10]=[CH:9][CH:8]=[CH:7][CH:6]=1)=[O:2]. The yield is 0.981.